From a dataset of Catalyst prediction with 721,799 reactions and 888 catalyst types from USPTO. Predict which catalyst facilitates the given reaction. (1) Reactant: C(Cl)(=O)C(Cl)=O.[Br:7][C:8]1[CH:16]=[CH:15][C:11]([C:12]([OH:14])=O)=[C:10]([F:17])[CH:9]=1.FC1C=C(Br)C=CC=1C(Cl)=O.C(N(C(C)C)CC)(C)C.[NH:38]1[CH2:43][CH2:42][O:41][CH2:40][CH2:39]1. Product: [Br:7][C:8]1[CH:16]=[CH:15][C:11]([C:12]([N:38]2[CH2:43][CH2:42][O:41][CH2:40][CH2:39]2)=[O:14])=[C:10]([F:17])[CH:9]=1. The catalyst class is: 34. (2) Product: [NH2:14][C:12]1[C:11]([CH3:17])=[CH:10][C:9]([O:18][C:19]2[CH:24]=[CH:23][CH:22]=[CH:21][CH:20]=2)=[C:8]([C:6]2[CH:5]=[CH:4][C:3](=[O:25])[N:2]([CH3:1])[CH:7]=2)[CH:13]=1. The catalyst class is: 150. Reactant: [CH3:1][N:2]1[CH:7]=[C:6]([C:8]2[CH:13]=[C:12]([N+:14]([O-])=O)[C:11]([CH3:17])=[CH:10][C:9]=2[O:18][C:19]2[CH:24]=[CH:23][CH:22]=[CH:21][CH:20]=2)[CH:5]=[CH:4][C:3]1=[O:25].[Cl-].[NH4+].C(O)C.O1CCCC1. (3) Reactant: [CH3:1][O:2][C:3](=[O:26])[CH2:4][N:5]([CH2:17][C:18]1[CH:23]=[CH:22][C:21]([CH2:24][NH2:25])=[CH:20][CH:19]=1)[CH2:6][CH2:7][CH2:8][CH2:9][N:10]([CH2:14][CH2:15][CH3:16])[CH2:11][CH2:12][CH3:13].[NH:27]1[CH:31]=[CH:30][N:29]=[C:28]1[CH:32]=O.[C:34]([BH3-])#[N:35].[Na+].[OH-].[Na+]. Product: [CH3:1][O:2][C:3](=[O:26])[CH2:4][N:5]([CH2:17][C:18]1[CH:23]=[CH:22][C:21]([CH2:24][N:25]([CH2:3][C:4]2[NH:5][CH:6]=[CH:34][N:35]=2)[CH2:32][C:28]2[NH:29][CH:30]=[CH:31][N:27]=2)=[CH:20][CH:19]=1)[CH2:6][CH2:7][CH2:8][CH2:9][N:10]([CH2:14][CH2:15][CH3:16])[CH2:11][CH2:12][CH3:13]. The catalyst class is: 130. (4) Reactant: [O:1]=[C:2]1[C:10]2[C:5](=[CH:6][C:7]([C:11]3[N:16]4[CH:17]=[CH:18][N:19]=[C:15]4[C:14]([NH:20][C:21]4[CH:29]=[CH:28][C:24]([C:25](O)=[O:26])=[CH:23][CH:22]=4)=[CH:13][CH:12]=3)=[CH:8][CH:9]=2)[CH2:4][NH:3]1.[CH3:30][N:31](C)[C:32]1C=CC(CN)=C[CH:33]=1.[CH2:41]([N:43]([CH2:46][CH3:47])[CH2:44][CH3:45])[CH3:42].F[P-](F)(F)(F)(F)F.N1(O[P+](N2CCCC2)(N2CCCC2)N2CCCC2)C2C=CC=C[C:58]=2N=N1. Product: [N:43]1([CH:46]2[CH2:33][CH2:32][N:31]([C:25]([C:24]3[CH:23]=[CH:22][C:21]([NH:20][C:14]4[C:15]5[N:16]([CH:17]=[CH:18][N:19]=5)[C:11]([C:7]5[CH:6]=[C:5]6[C:10](=[CH:9][CH:8]=5)[C:2](=[O:1])[NH:3][CH2:4]6)=[CH:12][CH:13]=4)=[CH:29][CH:28]=3)=[O:26])[CH2:30][CH2:47]2)[CH2:44][CH2:45][CH2:58][CH2:42][CH2:41]1. The catalyst class is: 508. (5) Product: [Si:14]([O:1][CH2:2][C:3]([CH3:9])([CH3:8])[C:4]([O:6][CH3:7])=[O:5])([C:11]([CH3:13])([CH3:12])[CH3:10])([CH3:16])[CH3:15]. Reactant: [OH:1][CH2:2][C:3]([CH3:9])([CH3:8])[C:4]([O:6][CH3:7])=[O:5].[CH3:10][C:11]([Si:14](Cl)([CH3:16])[CH3:15])([CH3:13])[CH3:12].N1C=CN=C1.CN(C=O)C. The catalyst class is: 6. (6) Reactant: Cl.[NH2:2][C@H:3]([CH2:9][CH2:10][CH:11]1[CH2:16][CH2:15][CH2:14][CH2:13][CH2:12]1)[C:4]([O:6]CC)=[O:5].[OH-].[Na+:18]. Product: [NH2:2][C@H:3]([CH2:9][CH2:10][CH:11]1[CH2:16][CH2:15][CH2:14][CH2:13][CH2:12]1)[C:4]([O-:6])=[O:5].[Na+:18]. The catalyst class is: 24. (7) Reactant: [C:1]12([CH:11]([OH:24])[CH2:12][NH:13][C:14]3[C:15]4[CH2:23][CH2:22][NH:21][CH2:20][C:16]=4[N:17]=[CH:18][N:19]=3)[CH2:10][CH:5]3[CH2:6][CH:7]([CH2:9][CH:3]([CH2:4]3)[CH2:2]1)[CH2:8]2.[C:25]([O:29][C:30]([NH:32][C@H:33]([C:41](O)=[O:42])[CH2:34][C:35]1[CH:40]=[CH:39][CH:38]=[CH:37][CH:36]=1)=[O:31])([CH3:28])([CH3:27])[CH3:26].O.ON1C2C=CC=CC=2N=N1.Cl.CN(C)CCCN=C=NCC.C(N(CC)C(C)C)(C)C. Product: [C:25]([O:29][C:30](=[O:31])[NH:32][C@@H:33]([CH2:34][C:35]1[CH:40]=[CH:39][CH:38]=[CH:37][CH:36]=1)[C:41]([N:21]1[CH2:22][CH2:23][C:15]2[C:14]([NH:13][CH2:12][CH:11]([C:1]34[CH2:2][CH:3]5[CH2:4][CH:5]([CH2:6][CH:7]([CH2:9]5)[CH2:8]3)[CH2:10]4)[OH:24])=[N:19][CH:18]=[N:17][C:16]=2[CH2:20]1)=[O:42])([CH3:28])([CH3:26])[CH3:27]. The catalyst class is: 2.